Dataset: NCI-60 drug combinations with 297,098 pairs across 59 cell lines. Task: Regression. Given two drug SMILES strings and cell line genomic features, predict the synergy score measuring deviation from expected non-interaction effect. (1) Drug 1: C1=CC(=CC=C1CCCC(=O)O)N(CCCl)CCCl. Drug 2: CCCS(=O)(=O)NC1=C(C(=C(C=C1)F)C(=O)C2=CNC3=C2C=C(C=N3)C4=CC=C(C=C4)Cl)F. Cell line: HCT116. Synergy scores: CSS=26.9, Synergy_ZIP=-3.66, Synergy_Bliss=-0.935, Synergy_Loewe=-3.31, Synergy_HSA=-2.33. (2) Drug 1: CS(=O)(=O)CCNCC1=CC=C(O1)C2=CC3=C(C=C2)N=CN=C3NC4=CC(=C(C=C4)OCC5=CC(=CC=C5)F)Cl. Drug 2: N.N.Cl[Pt+2]Cl. Cell line: K-562. Synergy scores: CSS=6.54, Synergy_ZIP=-0.152, Synergy_Bliss=-3.92, Synergy_Loewe=-27.4, Synergy_HSA=-9.77. (3) Drug 2: CCC1(CC2CC(C3=C(CCN(C2)C1)C4=CC=CC=C4N3)(C5=C(C=C6C(=C5)C78CCN9C7C(C=CC9)(C(C(C8N6C)(C(=O)OC)O)OC(=O)C)CC)OC)C(=O)OC)O.OS(=O)(=O)O. Synergy scores: CSS=1.18, Synergy_ZIP=-0.858, Synergy_Bliss=0.245, Synergy_Loewe=-1.55, Synergy_HSA=-1.50. Drug 1: C1=CC=C(C=C1)NC(=O)CCCCCCC(=O)NO. Cell line: SW-620. (4) Drug 1: C1CCC(C1)C(CC#N)N2C=C(C=N2)C3=C4C=CNC4=NC=N3. Drug 2: CCC1(C2=C(COC1=O)C(=O)N3CC4=CC5=C(C=CC(=C5CN(C)C)O)N=C4C3=C2)O.Cl. Cell line: NCIH23. Synergy scores: CSS=18.2, Synergy_ZIP=-5.04, Synergy_Bliss=-1.38, Synergy_Loewe=-5.76, Synergy_HSA=0.0339. (5) Drug 1: C1C(C(OC1N2C=NC3=C(N=C(N=C32)Cl)N)CO)O. Drug 2: C1CC(=O)NC(=O)C1N2C(=O)C3=CC=CC=C3C2=O. Cell line: PC-3. Synergy scores: CSS=23.9, Synergy_ZIP=0.709, Synergy_Bliss=0.650, Synergy_Loewe=-11.8, Synergy_HSA=0.744.